Dataset: Forward reaction prediction with 1.9M reactions from USPTO patents (1976-2016). Task: Predict the product of the given reaction. (1) Given the reactants [O:1]1[CH2:7][CH2:6][CH2:5][O:4][C:3]2[C:8]([CH2:12][NH:13][CH3:14])=[CH:9][CH:10]=[CH:11][C:2]1=2.Cl.[O:16]=[C:17]1[NH:26][C:25]2[N:24]=[CH:23][C:22](/[CH:27]=[CH:28]/[C:29]([OH:31])=O)=[CH:21][C:20]=2[CH2:19][CH2:18]1, predict the reaction product. The product is: [O:1]1[CH2:7][CH2:6][CH2:5][O:4][C:3]2[C:8]([CH2:12][N:13]([CH3:14])[C:29](=[O:31])[CH:28]=[CH:27][C:22]3[CH:23]=[N:24][C:25]4[NH:26][C:17](=[O:16])[CH2:18][CH2:19][C:20]=4[CH:21]=3)=[CH:9][CH:10]=[CH:11][C:2]1=2. (2) The product is: [NH2:8][C:7]1[C:2]([NH:24][C@H:25]2[C@@H:29]3[O:30][C:31]([CH3:33])([CH3:34])[O:32][C@@H:28]3[C@@H:27]([O:35][CH2:36][CH2:37][OH:38])[CH2:26]2)=[N:3][C:4]([S:10][CH2:11][CH2:12][CH3:13])=[N:5][C:6]=1[Cl:9]. Given the reactants Cl[C:2]1[C:7]([NH2:8])=[C:6]([Cl:9])[N:5]=[C:4]([S:10][CH2:11][CH2:12][CH3:13])[N:3]=1.C(O)(=O)[C@@H]([C@H](C(O)=O)O)O.[NH2:24][C@H:25]1[C@@H:29]2[O:30][C:31]([CH3:34])([CH3:33])[O:32][C@@H:28]2[C@@H:27]([O:35][CH2:36][CH2:37][OH:38])[CH2:26]1.CS(C)=O.C(N(CC)CC)C, predict the reaction product. (3) Given the reactants C([O:4][CH2:5][C@H:6]1[CH2:11][O:10][C@@H:9]([C:12]2[CH:17]=[CH:16][N:15]=[CH:14][C:13]=2[NH:18][C:19](=[O:35])[C:20]2[CH:25]=[CH:24][C:23]([F:26])=[C:22]([C:27]3[C:32]([F:33])=[CH:31][CH:30]=[CH:29][C:28]=3[F:34])[N:21]=2)[O:8][CH2:7]1)(=O)C.[Li+].[OH-].Cl, predict the reaction product. The product is: [F:34][C:28]1[CH:29]=[CH:30][CH:31]=[C:32]([F:33])[C:27]=1[C:22]1[N:21]=[C:20]([C:19]([NH:18][C:13]2[CH:14]=[N:15][CH:16]=[CH:17][C:12]=2[C@H:9]2[O:10][CH2:11][C@@H:6]([CH2:5][OH:4])[CH2:7][O:8]2)=[O:35])[CH:25]=[CH:24][C:23]=1[F:26].